This data is from Reaction yield outcomes from USPTO patents with 853,638 reactions. The task is: Predict the reaction yield, written as a fraction of the theoretical maximum amount of product (1.0 means a 100% yield; for example, 0.34 means a 34% yield). (1) The reactants are [C:1]([CH:5]1[CH2:14][CH2:13][C:12]2[N:11]=[C:10]3[S:15][C:16]([C:18]([OH:20])=O)=[CH:17][C:9]3=[CH:8][C:7]=2[CH2:6]1)([CH3:4])([CH3:3])[CH3:2].S(Cl)([Cl:23])=O. The catalyst is C(Cl)Cl.CN(C=O)C. The product is [C:1]([CH:5]1[CH2:14][CH2:13][C:12]2[N:11]=[C:10]3[S:15][C:16]([C:18]([Cl:23])=[O:20])=[CH:17][C:9]3=[CH:8][C:7]=2[CH2:6]1)([CH3:4])([CH3:3])[CH3:2]. The yield is 0.990. (2) The reactants are [OH:1][C@H:2]1[C:10]2[C:5](=[CH:6][CH:7]=[CH:8][CH:9]=2)[CH2:4][C@:3]1([CH2:20][C:21]1[CH:32]=[CH:31][C:24]([C:25]([O:27][CH2:28][CH2:29][CH3:30])=[O:26])=[CH:23][CH:22]=1)[C:11]1[CH2:12][C:13]2[C:18]([CH:19]=1)=[CH:17][CH:16]=[CH:15][CH:14]=2.C1CCC(N=C=NC2CCCCC2)CC1.C([NH:65][C@H:66]([C:71](O)=[O:72])[CH2:67][CH:68]([CH3:70])[CH3:69])(OCC1C2C(=CC=CC=2)C2C1=CC=CC=2)=O. The catalyst is CN(C1C=CN=CC=1)C.C(OCC)(=O)C. The product is [NH2:65][C@@H:66]([CH2:67][CH:68]([CH3:70])[CH3:69])[C:71]([O:1][C@H:2]1[C:10]2[C:5](=[CH:6][CH:7]=[CH:8][CH:9]=2)[CH2:4][C@:3]1([CH2:20][C:21]1[CH:32]=[CH:31][C:24]([C:25]([O:27][CH2:28][CH2:29][CH3:30])=[O:26])=[CH:23][CH:22]=1)[C:11]1[CH2:12][C:13]2[C:18]([CH:19]=1)=[CH:17][CH:16]=[CH:15][CH:14]=2)=[O:72]. The yield is 0.510. (3) The reactants are [CH3:1][C:2]([CH3:17])([CH3:16])[C:3](=[O:15])[CH2:4][C:5]([O:7][CH2:8][C:9]1[CH:14]=[CH:13][CH:12]=[CH:11][CH:10]=1)=[O:6].C(NC1C=CC(S([N:31]=[N+:32]=[N-])(=O)=O)=CC=1)(=O)C.C(N(CC)CC)C. The catalyst is C(#N)C. The product is [N+:31](=[C:4]([C:3](=[O:15])[C:2]([CH3:17])([CH3:16])[CH3:1])[C:5]([O:7][CH2:8][C:9]1[CH:10]=[CH:11][CH:12]=[CH:13][CH:14]=1)=[O:6])=[N-:32]. The yield is 0.990. (4) The reactants are [CH2:1]([O:8][C:9]1[CH:10]=[CH:11][C:12]2[CH2:13][C@H:14]3[N:26]([CH2:27][CH:28]4[CH2:30][CH2:29]4)[CH2:25][CH2:24][C@:20]45[C:21]=2[C:22]=1[O:23][C@H:19]4[CH2:18][CH2:17][CH2:16][C@@:15]35[OH:31])[C:2]1[CH:7]=[CH:6][CH:5]=[CH:4][CH:3]=1.S(OC)(O[CH3:36])(=O)=O.[H-].[Na+]. No catalyst specified. The product is [CH2:1]([O:8][C:9]1[CH:10]=[CH:11][C:12]2[CH2:13][C@H:14]3[N:26]([CH2:27][CH:28]4[CH2:30][CH2:29]4)[CH2:25][CH2:24][C@:20]45[C:21]=2[C:22]=1[O:23][C@H:19]4[CH2:18][CH2:17][CH2:16][C@@:15]35[O:31][CH3:36])[C:2]1[CH:7]=[CH:6][CH:5]=[CH:4][CH:3]=1. The yield is 0.820. (5) The reactants are [NH:1]([C:6]([O:8][C:9]([CH3:12])([CH3:11])[CH3:10])=[O:7])[CH2:2][C:3]([OH:5])=[O:4].C1N=CN(C(N2C=NC=C2)=O)C=1.[CH3:25][C:26]([C@H:28]1[C@@H:32]2[C@@H:33]3[C@@:46]([CH3:49])([CH2:47][CH2:48][C@@:31]2([C:55]([OH:57])=[O:56])[CH2:30][CH2:29]1)[C@@:45]1([CH3:50])[C@@H:36]([C@:37]2([CH3:54])[C@@H:42]([CH2:43][CH2:44]1)[C:41]([CH3:52])([CH3:51])[C@@H:40]([OH:53])[CH2:39][CH2:38]2)[CH2:35][CH2:34]3)=[CH2:27]. The catalyst is C1COCC1. The product is [NH:1]([C:6]([O:8][C:9]([CH3:12])([CH3:11])[CH3:10])=[O:7])[CH2:2][C:3]([OH:5])=[O:4].[CH3:27][C:26]([C@H:28]1[C@@H:32]2[C@@H:33]3[C@@:46]([CH3:49])([CH2:47][CH2:48][C@@:31]2([C:55]([OH:57])=[O:56])[CH2:30][CH2:29]1)[C@@:45]1([CH3:50])[C@@H:36]([C@:37]2([CH3:54])[C@@H:42]([CH2:43][CH2:44]1)[C:41]([CH3:51])([CH3:52])[C@@H:40]([OH:53])[CH2:39][CH2:38]2)[CH2:35][CH2:34]3)=[CH2:25]. The yield is 0.970. (6) The reactants are [CH3:1][C@H:2]1[CH2:6][CH2:5][CH2:4][N:3]1[C@H:7]1[CH2:11][CH2:10][N:9]([C:12]2[CH:13]=[N:14][C:15]([N+:18]([O-])=O)=[CH:16][CH:17]=2)[CH2:8]1. The catalyst is CO.[Pd]. The product is [CH3:1][C@H:2]1[CH2:6][CH2:5][CH2:4][N:3]1[C@H:7]1[CH2:11][CH2:10][N:9]([C:12]2[CH:17]=[CH:16][C:15]([NH2:18])=[N:14][CH:13]=2)[CH2:8]1. The yield is 0.930.